From a dataset of Catalyst prediction with 721,799 reactions and 888 catalyst types from USPTO. Predict which catalyst facilitates the given reaction. (1) Reactant: [CH3:1][O:2][C:3](=[O:22])[CH2:4][CH:5]([NH2:21])[C:6]1[CH:11]=[CH:10][C:9]([O:12][CH:13]([F:15])[F:14])=[C:8]([O:16][CH2:17][CH:18]2[CH2:20][CH2:19]2)[CH:7]=1.C(N(CC)CC)C.C([O:32][C:33](=O)[C:34]1[C:39]([N+:40]([O-:42])=[O:41])=[CH:38][CH:37]=[CH:36][C:35]=1[CH2:43]Br)C. Product: [CH3:1][O:2][C:3](=[O:22])[CH2:4][CH:5]([C:6]1[CH:11]=[CH:10][C:9]([O:12][CH:13]([F:14])[F:15])=[C:8]([O:16][CH2:17][CH:18]2[CH2:19][CH2:20]2)[CH:7]=1)[N:21]1[CH2:43][C:35]2[C:34](=[C:39]([N+:40]([O-:42])=[O:41])[CH:38]=[CH:37][CH:36]=2)[C:33]1=[O:32]. The catalyst class is: 3. (2) Reactant: [CH:1]([O:4][C:5]1[CH:10]=[CH:9][CH:8]=[CH:7][C:6]=1[CH2:11][NH2:12])([CH3:3])[CH3:2].[CH3:13][O:14][C:15]1[CH:20]=[CH:19][CH:18]=[CH:17][C:16]=1[S:21](Cl)(=[O:23])=[O:22].C(N)C. Product: [CH3:13][O:14][C:15]1[CH:20]=[CH:19][CH:18]=[CH:17][C:16]=1[S:21]([NH:12][CH2:11][C:6]1[CH:7]=[CH:8][CH:9]=[CH:10][C:5]=1[O:4][CH:1]([CH3:3])[CH3:2])(=[O:23])=[O:22]. The catalyst class is: 4. (3) Reactant: [N:1]1([CH2:7][CH2:8][NH2:9])[CH2:6][CH2:5][CH2:4][CH2:3][CH2:2]1.Cl[C:11]1[N:12]=[N+:13]([O-:23])[C:14]2[CH:20]=[CH:19][C:18]([O:21][CH3:22])=[CH:17][C:15]=2[N:16]=1. Product: [CH3:22][O:21][C:18]1[CH:19]=[CH:20][C:14]2[N+:13]([O-:23])=[N:12][C:11]([NH:9][CH2:8][CH2:7][N:1]3[CH2:6][CH2:5][CH2:4][CH2:3][CH2:2]3)=[N:16][C:15]=2[CH:17]=1. The catalyst class is: 57. (4) Reactant: C([O:4][CH2:5][CH2:6][NH:7][C:8]1[C:9]([NH:25][C:26](=[O:39])[CH2:27][C:28]2[CH:33]=[CH:32][CH:31]=[C:30]([C:34]([F:37])([F:36])[F:35])[C:29]=2[F:38])=[C:10]2[C:15](=[CH:16][CH:17]=1)[C:14](=[O:18])[N:13]([CH2:19][CH2:20][O:21]C(=O)C)[CH:12]=[CH:11]2)(=O)C.C(=O)([O-])[O-].[K+].[K+].CO. Product: [F:38][C:29]1[C:30]([C:34]([F:37])([F:36])[F:35])=[CH:31][CH:32]=[CH:33][C:28]=1[CH2:27][C:26]([NH:25][C:9]1[C:8]([NH:7][CH2:6][CH2:5][OH:4])=[CH:17][CH:16]=[C:15]2[C:10]=1[CH:11]=[CH:12][N:13]([CH2:19][CH2:20][OH:21])[C:14]2=[O:18])=[O:39]. The catalyst class is: 6. (5) Reactant: [CH3:1][O:2][C:3]1[CH:4]=[C:5]([N:12]2[CH2:17][CH2:16][CH:15]([N:18]3[CH2:23][CH2:22][NH:21][CH2:20][CH2:19]3)[CH2:14][CH2:13]2)[CH:6]=[CH:7][C:8]=1[N+:9]([O-:11])=[O:10].I[CH2:25][CH2:26][F:27]. Product: [F:27][CH2:26][CH2:25][N:21]1[CH2:20][CH2:19][N:18]([CH:15]2[CH2:14][CH2:13][N:12]([C:5]3[CH:6]=[CH:7][C:8]([N+:9]([O-:11])=[O:10])=[C:3]([O:2][CH3:1])[CH:4]=3)[CH2:17][CH2:16]2)[CH2:23][CH2:22]1. The catalyst class is: 7.